This data is from Full USPTO retrosynthesis dataset with 1.9M reactions from patents (1976-2016). The task is: Predict the reactants needed to synthesize the given product. (1) Given the product [NH2:1][CH2:4][CH:5]([CH:7]1[CH2:11][CH2:10][CH2:9][O:8]1)[OH:6], predict the reactants needed to synthesize it. The reactants are: [N+:1]([CH2:4][CH:5]([CH:7]1[CH2:11][CH2:10][CH2:9][O:8]1)[OH:6])([O-])=O. (2) Given the product [O:17]=[C:10]1[NH:9][C:8]([C:4]2[CH:3]=[C:2]([O:1][C:18](=[O:20])[CH3:19])[CH:7]=[CH:6][CH:5]=2)=[N:13][C:12]2[CH:14]=[CH:15][S:16][C:11]1=2, predict the reactants needed to synthesize it. The reactants are: [OH:1][C:2]1[CH:3]=[C:4]([C:8]2[NH:9][C:10](=[O:17])[C:11]3[S:16][CH:15]=[CH:14][C:12]=3[N:13]=2)[CH:5]=[CH:6][CH:7]=1.[C:18]([O-])(=[O:20])[CH3:19].[Na+].